Dataset: Catalyst prediction with 721,799 reactions and 888 catalyst types from USPTO. Task: Predict which catalyst facilitates the given reaction. (1) Reactant: [C:1]([C:4]([CH3:6])=O)([CH3:3])=O.[Br:7][C:8]1[CH:9]=[C:10]([NH2:18])[C:11]([NH2:17])=[CH:12][C:13]=1[O:14][CH2:15][CH3:16].[Cl-].[NH4+]. Product: [Br:7][C:8]1[CH:9]=[C:10]2[C:11](=[CH:12][C:13]=1[O:14][CH2:15][CH3:16])[N:17]=[C:4]([CH3:6])[C:1]([CH3:3])=[N:18]2. The catalyst class is: 5. (2) Reactant: [CH2:1]([O:5][CH:6]1[CH2:11][CH2:10][CH2:9][CH2:8][O:7]1)[CH2:2][CH:3]=[CH2:4].ClC1C=C(C=CC=1)C(OO)=[O:17]. Product: [O:17]1[CH2:4][CH:3]1[CH2:2][CH2:1][O:5][CH:6]1[CH2:11][CH2:10][CH2:9][CH2:8][O:7]1. The catalyst class is: 2. (3) Reactant: [N:1]([CH2:4][C:5]1[CH:6]=[C:7]2[N:12]([C:13]=1[C:14]1[CH:19]=[CH:18][CH:17]=[CH:16][N:15]=1)[CH:11]=[CH:10][CH:9]=[CH:8]2)=[N+]=[N-].N#N.C1C=CC(P(C2C=CC=CC=2)C2C=CC=CC=2)=CC=1.O. Product: [N:15]1[CH:16]=[CH:17][CH:18]=[CH:19][C:14]=1[C:13]1[N:12]2[C:7]([CH:8]=[CH:9][CH:10]=[CH:11]2)=[CH:6][C:5]=1[CH2:4][NH2:1]. The catalyst class is: 1. (4) Reactant: [N+:1]([C:4]1[C:5]([NH:23][CH2:24][C@H:25]2[CH2:30][CH2:29][C@H:28]([N:31]3[CH2:34][CH:33](O)[CH2:32]3)[CH2:27][CH2:26]2)=[N:6][C:7]([NH:10][CH2:11][C:12]2[CH:17]=[CH:16][CH:15]=[CH:14][C:13]=2[O:18][C:19]([F:22])([F:21])[F:20])=[N:8][CH:9]=1)([O-:3])=[O:2].[C:36]1(=[O:46])[NH:40][C:39](=[O:41])[C:38]2=[CH:42][CH:43]=[CH:44][CH:45]=[C:37]12.C1C=CC(P(C2C=CC=CC=2)C2C=CC=CC=2)=CC=1.CCOC(/N=N/C(OCC)=O)=O.C([O-])(O)=O.[Na+]. Product: [N+:1]([C:4]1[C:5]([NH:23][CH2:24][CH:25]2[CH2:30][CH2:29][CH:28]([N:31]3[CH2:32][CH:33]([N:40]4[C:36](=[O:46])[C:37]5[C:38](=[CH:42][CH:43]=[CH:44][CH:45]=5)[C:39]4=[O:41])[CH2:34]3)[CH2:27][CH2:26]2)=[N:6][C:7]([NH:10][CH2:11][C:12]2[CH:17]=[CH:16][CH:15]=[CH:14][C:13]=2[O:18][C:19]([F:20])([F:21])[F:22])=[N:8][CH:9]=1)([O-:3])=[O:2]. The catalyst class is: 49. (5) Reactant: C(O)(=O)C.[OH-].[Na+].C(O)[C@H]1O[C@H](O[C@H]2O[C@H](CO)[C@@H](O)[C@H](O)[C@H]2O)[C@H](O)[C@@H](O)[C@@H]1O.[Na].[CH3:31][CH2:32][CH2:33][CH2:34][CH2:35][O:36][C:37]1[CH:38]=[CH:39][C:40]([C:43]2[O:47][N:46]=[C:45]([C:48]3[CH:49]=[CH:50][C:51]([C:54]([NH:56][C@@H:57]4[C:88](=[O:89])[NH:87][C@@H:86]([C@H:90]([OH:92])[CH3:91])[C:84](=[O:85])[N:83]5[C@@H:79]([CH2:80][C@@H:81]([OH:93])[CH2:82]5)[C:77](=[O:78])[NH:76][C@@H:75]([C@H:94]([OH:109])[C@@H:95]([OH:108])[C:96]5[CH:97]=[CH:98][C:99]([OH:107])=[C:100]([O:102][S:103]([OH:106])(=[O:105])=[O:104])[CH:101]=5)[C:73](=[O:74])[NH:72][C@@H:71]([C@H:110]([OH:115])[CH2:111][C:112]([NH2:114])=[O:113])[C:69](=[O:70])[N:68]5[C@@H:64]([C@@H:65]([OH:117])[C@@H:66]([CH3:116])[CH2:67]5)[C:62](=[O:63])[NH:61][C@H:60]([OH:118])[C@H:59]([OH:119])[CH2:58]4)=[O:55])=[CH:52][CH:53]=3)[CH:44]=2)=[CH:41][CH:42]=1. Product: [CH3:31][CH2:32][CH2:33][CH2:34][CH2:35][O:36][C:37]1[CH:42]=[CH:41][C:40]([C:43]2[O:47][N:46]=[C:45]([C:48]3[CH:49]=[CH:50][C:51]([C:54]([NH:56][C@@H:57]4[C:88](=[O:89])[NH:87][C@@H:86]([C@H:90]([OH:92])[CH3:91])[C:84](=[O:85])[N:83]5[C@@H:79]([CH2:80][C@@H:81]([OH:93])[CH2:82]5)[C:77](=[O:78])[NH:76][C@@H:75]([C@H:94]([OH:109])[C@@H:95]([OH:108])[C:96]5[CH:97]=[CH:98][C:99]([OH:107])=[C:100]([O:102][S:103]([OH:106])(=[O:105])=[O:104])[CH:101]=5)[C:73](=[O:74])[NH:72][C@@H:71]([C@H:110]([OH:115])[CH2:111][C:112]([NH2:114])=[O:113])[C:69](=[O:70])[N:68]5[C@@H:64]([C@@H:65]([OH:117])[C@@H:66]([CH3:116])[CH2:67]5)[C:62](=[O:63])[NH:61][C@H:60]([OH:118])[C@H:59]([OH:119])[CH2:58]4)=[O:55])=[CH:52][CH:53]=3)[CH:44]=2)=[CH:39][CH:38]=1. The catalyst class is: 6.